Dataset: Full USPTO retrosynthesis dataset with 1.9M reactions from patents (1976-2016). Task: Predict the reactants needed to synthesize the given product. (1) Given the product [Br:10][C:8]1[CH:7]=[CH:6][C:4]([NH2:5])=[C:3]([CH3:9])[C:2]=1[F:1], predict the reactants needed to synthesize it. The reactants are: [F:1][C:2]1[C:3]([CH3:9])=[C:4]([CH:6]=[CH:7][CH:8]=1)[NH2:5].[BrH:10].[OH-].[Na+].C(=O)(O)[O-].[Na+]. (2) Given the product [CH3:14][S:11]([C:8]1[O:7][C:6]([C:4](=[O:5])[CH2:16][CH3:17])=[CH:10][CH:9]=1)(=[O:12])=[O:13], predict the reactants needed to synthesize it. The reactants are: CON(C)[C:4]([C:6]1[O:7][C:8]([S:11]([CH3:14])(=[O:13])=[O:12])=[CH:9][CH:10]=1)=[O:5].[CH2:16]([Mg]Cl)[CH3:17]. (3) Given the product [Br:1][C:2]1[CH:3]=[C:4]([C:13]2[N:17]([C:18]3[CH:23]=[CH:22][N:21]=[C:20]([CH3:24])[CH:19]=3)[N:16]=[C:15]([C:25]([N:49]3[CH2:47][CH2:50][NH:51][C:52](=[O:54])[CH2:53]3)=[O:27])[CH:14]=2)[CH:5]=[C:6]([O:8][C:9]([F:12])([F:11])[F:10])[CH:7]=1, predict the reactants needed to synthesize it. The reactants are: [Br:1][C:2]1[CH:3]=[C:4]([C:13]2[N:17]([C:18]3[CH:23]=[CH:22][N:21]=[C:20]([CH3:24])[CH:19]=3)[N:16]=[C:15]([C:25]([OH:27])=O)[CH:14]=2)[CH:5]=[C:6]([O:8][C:9]([F:12])([F:11])[F:10])[CH:7]=1.ClC1C=C(C2N(C3C=CC=CN=3)N=C([C:47]([N:49]3[CH2:53][C:52](=[O:54])[NH:51][CH2:50]3)=O)C=2)C=C(F)C=1.O=C1CNCCN1. (4) Given the product [CH2:19]([C:18]([C:15]1[CH:16]=[CH:17][C:12]([O:11][CH2:10][CH:9]([OH:8])[C:39]([CH3:40])([CH3:42])[CH3:41])=[C:13]([CH3:38])[CH:14]=1)([C:23]1[CH:36]=[CH:35][C:26]([CH2:27][NH:28][CH2:29][CH2:30][S:31]([CH3:34])(=[O:33])=[O:32])=[C:25]([CH3:37])[CH:24]=1)[CH2:21][CH3:22])[CH3:20], predict the reactants needed to synthesize it. The reactants are: [Si]([O:8][CH:9]([C:39]([CH3:42])([CH3:41])[CH3:40])[CH2:10][O:11][C:12]1[CH:17]=[CH:16][C:15]([C:18]([C:23]2[CH:36]=[CH:35][C:26]([CH2:27][NH:28][CH2:29][CH2:30][S:31]([CH3:34])(=[O:33])=[O:32])=[C:25]([CH3:37])[CH:24]=2)([CH2:21][CH3:22])[CH2:19][CH3:20])=[CH:14][C:13]=1[CH3:38])(C(C)(C)C)(C)C.CCCC[N+](CCCC)(CCCC)CCCC.[F-]. (5) Given the product [F:7][C:8]1[C:13]([C:18]2[O:36][C:21]3[N:22]=[CH:23][N:24]=[C:25]([NH:26][CH2:27][CH2:28][CH2:29][CH2:30][CH2:31][C:32]([O:34][CH3:35])=[O:33])[C:20]=3[C:19]=2[C:37]2[CH:42]=[CH:41][C:40]([O:43][CH3:44])=[CH:39][CH:38]=2)=[CH:12][CH:11]=[CH:10][N:9]=1, predict the reactants needed to synthesize it. The reactants are: C(=O)([O-])[O-].[Na+].[Na+].[F:7][C:8]1[C:13](B(O)O)=[CH:12][CH:11]=[CH:10][N:9]=1.Br[C:18]1[O:36][C:21]2[N:22]=[CH:23][N:24]=[C:25]([NH:26][CH2:27][CH2:28][CH2:29][CH2:30][CH2:31][C:32]([O:34][CH3:35])=[O:33])[C:20]=2[C:19]=1[C:37]1[CH:42]=[CH:41][C:40]([O:43][CH3:44])=[CH:39][CH:38]=1.